From a dataset of Full USPTO retrosynthesis dataset with 1.9M reactions from patents (1976-2016). Predict the reactants needed to synthesize the given product. (1) Given the product [C:1]([O:5][C:6]([NH:8][C@H:9]([C:10](=[O:11])[O:12][C:13]([C:16]1[CH:21]=[CH:20][CH:19]=[CH:18][CH:17]=1)([CH3:15])[CH3:14])[CH2:22][C:23]([OH:25])=[O:24])=[O:7])([CH3:2])([CH3:3])[CH3:4], predict the reactants needed to synthesize it. The reactants are: [C:1]([O:5][C:6]([NH:8][C@@H:9]([CH2:22][C:23]([O:25]CC=C)=[O:24])[C:10]([O:12][C:13]([C:16]1[CH:21]=[CH:20][CH:19]=[CH:18][CH:17]=1)([CH3:15])[CH3:14])=[O:11])=[O:7])([CH3:4])([CH3:3])[CH3:2].C(O)(=O)C.CN1CCOCC1. (2) Given the product [CH3:21][O:22][C:23]1[CH:28]=[C:27]([S:29][CH3:30])[C:26]([O:31][CH3:32])=[CH:25][C:24]=1[NH:2][C:1]1[C:3]2[C:4](=[CH:5][C:6]([O:11][CH2:12][CH2:13][O:14][CH3:15])=[C:7]([O:9][CH3:10])[CH:8]=2)[N:16]=[CH:17][N:18]=1, predict the reactants needed to synthesize it. The reactants are: [C:1]([C:3]1[CH:8]=[C:7]([O:9][CH3:10])[C:6]([O:11][CH2:12][CH2:13][O:14][CH3:15])=[CH:5][C:4]=1[N:16]=[CH:17][N:18](C)C)#[N:2].[CH3:21][O:22][C:23]1[CH:28]=[C:27]([S:29][CH3:30])[C:26]([O:31][CH3:32])=[CH:25][C:24]=1N. (3) Given the product [CH3:26][O:23][C:15]1[CH:14]=[C:13]([C:5]2[CH:6]=[C:7]([O:11][CH3:12])[C:8]([O:9][CH3:10])=[C:3]([O:2][CH3:1])[CH:4]=2)[CH:22]=[C:21]2[C:16]=1[CH:17]=[CH:18][CH:19]=[N:20]2, predict the reactants needed to synthesize it. The reactants are: [CH3:1][O:2][C:3]1[CH:4]=[C:5]([C:13]2[CH:14]=[C:15]([OH:23])[C:16]3[CH:17]=[CH:18][CH:19]=[N:20][C:21]=3[CH:22]=2)[CH:6]=[C:7]([O:11][CH3:12])[C:8]=1[O:9][CH3:10].CO.[C:26]1(P(C2C=CC=CC=2)C2C=CC=CC=2)C=CC=CC=1.C1C=CC(COC(/N=N/C(OCC2C=CC=CC=2)=O)=O)=CC=1. (4) Given the product [CH3:31][Si:30]([CH3:33])([CH3:32])[CH2:29][CH2:28][S:25]([N:21]1[C:22]2[C:18](=[CH:17][C:16]([CH2:14][OH:13])=[CH:24][CH:23]=2)[CH:19]=[CH:20]1)(=[O:27])=[O:26], predict the reactants needed to synthesize it. The reactants are: [H-].C([Al+]CC(C)C)C(C)C.C([O:13][C:14]([C:16]1[CH:17]=[C:18]2[C:22](=[CH:23][CH:24]=1)[N:21]([S:25]([CH2:28][CH2:29][Si:30]([CH3:33])([CH3:32])[CH3:31])(=[O:27])=[O:26])[CH:20]=[CH:19]2)=O)C. (5) Given the product [Cl:22][C:9]1[CH:10]=[CH:11][CH:12]=[C:7]([O:6][CH3:5])[C:8]=1[N+:14]([O-:16])=[O:15], predict the reactants needed to synthesize it. The reactants are: N([O-])=O.[Na+].[CH3:5][O:6][C:7]1[C:8]([N+:14]([O-:16])=[O:15])=[C:9](N)[CH:10]=[CH:11][CH:12]=1.C([O-])(O)=O.[Na+].[ClH:22]. (6) Given the product [NH2:1][C:2]1[CH:7]=[CH:6][N:5]([C@H:8]2[C@H:12]([O:13][Si:30]([C:26]([CH3:29])([CH3:28])[CH3:27])([C:37]3[CH:38]=[CH:39][CH:40]=[CH:41][CH:42]=3)[C:31]3[CH:36]=[CH:35][CH:34]=[CH:33][CH:32]=3)[C@H:11]([F:14])[C@@:10]([N:17]=[N+:18]=[N-:19])([CH2:15][OH:16])[O:9]2)[C:4](=[O:20])[N:3]=1, predict the reactants needed to synthesize it. The reactants are: [NH2:1][C:2]1[CH:7]=[CH:6][N:5]([C@H:8]2[C@H:12]([OH:13])[C@H:11]([F:14])[C@@:10]([N:17]=[N+:18]=[N-:19])([CH2:15][OH:16])[O:9]2)[C:4](=[O:20])[N:3]=1.N1C=CN=C1.[C:26]([Si:30](Cl)([C:37]1[CH:42]=[CH:41][CH:40]=[CH:39][CH:38]=1)[C:31]1[CH:36]=[CH:35][CH:34]=[CH:33][CH:32]=1)([CH3:29])([CH3:28])[CH3:27].